Dataset: Forward reaction prediction with 1.9M reactions from USPTO patents (1976-2016). Task: Predict the product of the given reaction. (1) Given the reactants CC(C)([O-])C.[K+].[C:7]([CH2:9]P(=O)(OCC)OCC)#[N:8].[C:18]([CH2:20][C:21]1([C:26]#[N:27])[CH2:24][C:23](=O)[CH2:22]1)#[N:19], predict the reaction product. The product is: [C:18]([CH2:20][C:21]1([C:26]#[N:27])[CH2:24][C:23](=[CH:9][C:7]#[N:8])[CH2:22]1)#[N:19]. (2) The product is: [Si:9]([O:8][C:7]1[CH:16]=[CH:17][C:4]([CH2:3][CH2:2][N:28]2[C:27](=[O:30])[CH:26]=[CH:25][C:24]([C:18]3[CH:23]=[CH:22][CH:21]=[CH:20][CH:19]=3)=[N:29]2)=[CH:5][CH:6]=1)([C:12]([CH3:15])([CH3:14])[CH3:13])([CH3:11])[CH3:10]. Given the reactants Br[CH2:2][CH2:3][C:4]1[CH:17]=[CH:16][C:7]([O:8][Si:9]([C:12]([CH3:15])([CH3:14])[CH3:13])([CH3:11])[CH3:10])=[CH:6][CH:5]=1.[C:18]1([C:24]2[CH:25]=[CH:26][C:27](=[O:30])[NH:28][N:29]=2)[CH:23]=[CH:22][CH:21]=[CH:20][CH:19]=1.C(=O)([O-])[O-].[K+].[K+].C([O-])(O)=O.[Na+], predict the reaction product.